This data is from NCI-60 drug combinations with 297,098 pairs across 59 cell lines. The task is: Regression. Given two drug SMILES strings and cell line genomic features, predict the synergy score measuring deviation from expected non-interaction effect. Drug 1: CCCS(=O)(=O)NC1=C(C(=C(C=C1)F)C(=O)C2=CNC3=C2C=C(C=N3)C4=CC=C(C=C4)Cl)F. Drug 2: C1=CN(C(=O)N=C1N)C2C(C(C(O2)CO)O)O.Cl. Cell line: SN12C. Synergy scores: CSS=38.5, Synergy_ZIP=12.4, Synergy_Bliss=14.3, Synergy_Loewe=-16.5, Synergy_HSA=12.5.